This data is from Forward reaction prediction with 1.9M reactions from USPTO patents (1976-2016). The task is: Predict the product of the given reaction. (1) Given the reactants [Cl:1][C:2]1[CH:10]=[CH:9][C:8]2[N:7]([CH2:11][CH2:12]O)[C:6]3[CH2:14][CH2:15][N:16]([CH3:18])[CH2:17][C:5]=3[C:4]=2[CH:3]=1.C(=O)(O)[O-].[Na+].[BrH:24], predict the reaction product. The product is: [Br:24][CH2:12][CH2:11][N:7]1[C:8]2[CH:9]=[CH:10][C:2]([Cl:1])=[CH:3][C:4]=2[C:5]2[CH2:17][N:16]([CH3:18])[CH2:15][CH2:14][C:6]1=2. (2) The product is: [Br:20][C:10]1[C:9]([NH:8][CH:4]2[CH2:5][CH2:6][O:1][CH2:2][CH2:3]2)=[CH:18][C:17]([Cl:19])=[CH:16][C:11]=1[C:12]([O:14][CH3:15])=[O:13]. Given the reactants [O:1]1[CH2:6][CH2:5][C:4](=O)[CH2:3][CH2:2]1.[NH2:8][C:9]1[C:10]([Br:20])=[C:11]([CH:16]=[C:17]([Cl:19])[CH:18]=1)[C:12]([O:14][CH3:15])=[O:13].[Na].CC(O)=O, predict the reaction product. (3) Given the reactants [O:1]([CH2:8][CH2:9][N:10]1[CH:14]=[C:13](/[CH:15]=[CH:16]/[C:17]([O:19]CC)=[O:18])[CH:12]=[N:11]1)[C:2]1[CH:7]=[CH:6][CH:5]=[CH:4][CH:3]=1.[OH-].[K+], predict the reaction product. The product is: [O:1]([CH2:8][CH2:9][N:10]1[CH:14]=[C:13](/[CH:15]=[CH:16]/[C:17]([OH:19])=[O:18])[CH:12]=[N:11]1)[C:2]1[CH:7]=[CH:6][CH:5]=[CH:4][CH:3]=1. (4) The product is: [NH2:5][C:6]1[CH:11]=[CH:10][C:9]([S:12]([NH:13][C:14]2[S:15][CH:16]=[CH:17][N:18]=2)(=[O:20])=[O:19])=[CH:8][C:7]=1[CH3:21]. Given the reactants FC(F)(F)C([NH:5][C:6]1[CH:11]=[CH:10][C:9]([S:12](=[O:20])(=[O:19])[NH:13][C:14]2[S:15][CH:16]=[CH:17][N:18]=2)=[CH:8][C:7]=1[CH3:21])=O.[OH-].[Na+].Cl, predict the reaction product. (5) Given the reactants [Cl:1][C:2]1[C:3]([C:27]2[CH:28]=[N:29][C:30]([C:35]([F:38])([F:37])[F:36])=[CH:31][C:32]=2[C:33]#[N:34])=[CH:4][C:5]([C:15](=[O:26])[N:16]([C:18]2[CH:23]=[CH:22][CH:21]=[CH:20][C:19]=2[O:24][CH3:25])[CH3:17])=[C:6]([CH:14]=1)[O:7][CH2:8][CH2:9][CH2:10][C:11]([OH:13])=[O:12].[CH2:39](O)[CH3:40], predict the reaction product. The product is: [CH2:39]([O:12][C:11](=[O:13])[CH2:10][CH2:9][CH2:8][O:7][C:6]1[CH:14]=[C:2]([Cl:1])[C:3]([C:27]2[CH:28]=[N:29][C:30]([C:35]([F:38])([F:36])[F:37])=[CH:31][C:32]=2[C:33]#[N:34])=[CH:4][C:5]=1[C:15](=[O:26])[N:16]([C:18]1[CH:23]=[CH:22][CH:21]=[CH:20][C:19]=1[O:24][CH3:25])[CH3:17])[CH3:40]. (6) The product is: [C:33]([NH:1][C:2]1[CH:3]=[CH:4][C:5]([CH:8]2[C:17]([CH3:18])([CH3:19])[CH2:16][C:15]3[C:10](=[CH:11][CH:12]=[C:13]([C:20]([O:22][CH3:23])=[O:21])[CH:14]=3)[NH:9]2)=[CH:6][CH:7]=1)(=[O:37])[CH:34]([CH3:36])[CH3:35]. Given the reactants [NH2:1][C:2]1[CH:7]=[CH:6][C:5]([CH:8]2[C:17]([CH3:19])([CH3:18])[CH2:16][C:15]3[C:10](=[CH:11][CH:12]=[C:13]([C:20]([O:22][CH3:23])=[O:21])[CH:14]=3)[NH:9]2)=[CH:4][CH:3]=1.C(N(CC)C(C)C)(C)C.[C:33](Cl)(=[O:37])[CH:34]([CH3:36])[CH3:35], predict the reaction product. (7) Given the reactants [Cl:1][C:2]1[C:3](C)=[C:4]([CH:15]=[CH:16][C:17]=1[Cl:18])[CH2:5][O:6][C:7]1[CH:14]=[CH:13][C:10]([CH:11]=O)=[CH:9][CH:8]=1.[NH:20]1[CH2:23][CH:22]([C:24]([OH:26])=[O:25])[CH2:21]1.[CH3:27]C(O)=O.[BH3-]C#N.[Na+].Cl, predict the reaction product. The product is: [Cl:1][C:2]1[CH:3]=[C:4]([CH:15]=[CH:16][C:17]=1[Cl:18])[CH2:5][O:6][C:7]1[CH:8]=[CH:9][C:10]([CH2:11][N:20]2[CH2:23][CH:22]([C:24]([OH:26])=[O:25])[CH2:21]2)=[C:13]([CH3:27])[CH:14]=1.